Dataset: Forward reaction prediction with 1.9M reactions from USPTO patents (1976-2016). Task: Predict the product of the given reaction. (1) Given the reactants O[CH2:2][CH:3]([CH3:16])[CH2:4][C:5]1[C:10]([O:11][CH2:12][O:13][CH3:14])=[CH:9][CH:8]=[CH:7][C:6]=1[OH:15].CS(Cl)(=O)=O.CC([O-])(C)C.[K+], predict the reaction product. The product is: [CH3:2][CH:3]1[CH2:4][C:5]2[C:6](=[CH:7][CH:8]=[CH:9][C:10]=2[O:11][CH2:12][O:13][CH3:14])[O:15][CH2:16]1. (2) The product is: [CH3:14][C:8]1[CH:7]=[C:6]([O:9][CH:11]([OH:13])[CH3:12])[S:2][CH:3]=1. Given the reactants C[S:2][C:3]1[CH:8]=[CH:7][C:6]([OH:9])=CC=1.Br[CH:11]([OH:13])[CH3:12].[C:14](=O)([O-])[O-].[K+].[K+], predict the reaction product. (3) Given the reactants [F:1][C:2]([F:15])([F:14])[C:3]1[CH:8]=[CH:7][C:6]([CH2:9][CH2:10][C:11](O)=O)=[CH:5][CH:4]=1.[N:16]1[C:20]2[CH:21]=[CH:22][C:23]([C:25]([NH:27][NH2:28])=O)=[CH:24][C:19]=2[NH:18][CH:17]=1.COC1C=CC(P2(SP(C3C=CC(OC)=CC=3)(=S)S2)=[S:38])=CC=1.O=P(Cl)(Cl)Cl, predict the reaction product. The product is: [F:1][C:2]([F:15])([F:14])[C:3]1[CH:8]=[CH:7][C:6]([CH2:9][CH2:10][C:11]2[S:38][C:25]([C:23]3[CH:22]=[CH:21][C:20]4[NH:16][CH:17]=[N:18][C:19]=4[CH:24]=3)=[N:27][N:28]=2)=[CH:5][CH:4]=1. (4) Given the reactants [CH2:1]([O:8][C:9]1[CH:14]=[C:13]([CH:15]=[CH2:16])[CH:12]=[CH:11][C:10]=1[N:17]1[S:21](=[O:23])(=[O:22])[N:20]([CH2:24][CH2:25][Si:26]([CH3:29])([CH3:28])[CH3:27])[C:19](=[O:30])[CH2:18]1)[C:2]1[CH:7]=[CH:6][CH:5]=[CH:4][CH:3]=1.[N+](=[CH:33][C:34]([O:36][CH2:37][CH3:38])=[O:35])=[N-], predict the reaction product. The product is: [CH2:37]([O:36][C:34]([CH:33]1[CH2:16][CH:15]1[C:13]1[CH:12]=[CH:11][C:10]([N:17]2[CH2:18][C:19](=[O:30])[N:20]([CH2:24][CH2:25][Si:26]([CH3:29])([CH3:28])[CH3:27])[S:21]2(=[O:23])=[O:22])=[C:9]([O:8][CH2:1][C:2]2[CH:7]=[CH:6][CH:5]=[CH:4][CH:3]=2)[CH:14]=1)=[O:35])[CH3:38].